Predict which catalyst facilitates the given reaction. From a dataset of Catalyst prediction with 721,799 reactions and 888 catalyst types from USPTO. (1) Reactant: [C:1]([O:5][C:6]([N:8]1[CH2:12][C@@H:11]([C:13]2[CH:18]=[CH:17][CH:16]=[C:15]([CH:19]([CH3:21])[CH3:20])[CH:14]=2)[C@@H:10]([CH:22]=O)[CH2:9]1)=[O:7])([CH3:4])([CH3:3])[CH3:2].[Cl:24][C:25]1[CH:31]=[CH:30][C:28]([NH2:29])=[CH:27][CH:26]=1.[BH-](OC(C)=O)(OC(C)=O)OC(C)=O.[Na+]. Product: [C:1]([O:5][C:6]([N:8]1[CH2:12][C@@H:11]([C:13]2[CH:18]=[CH:17][CH:16]=[C:15]([CH:19]([CH3:21])[CH3:20])[CH:14]=2)[C@H:10]([CH2:22][NH:29][C:28]2[CH:30]=[CH:31][C:25]([Cl:24])=[CH:26][CH:27]=2)[CH2:9]1)=[O:7])([CH3:4])([CH3:3])[CH3:2]. The catalyst class is: 26. (2) Reactant: [CH3:1][C:2]1[CH:21]=[CH:20][C:5]([C:6]([NH:8][C:9]2[CH:19]=[CH:18][C:12]([C:13]([O:15]CC)=[O:14])=[CH:11][CH:10]=2)=[O:7])=[C:4]([N:22]2[CH2:27][CH2:26][CH:25]([CH3:28])[CH2:24][CH2:23]2)[CH:3]=1.[OH-].[Na+].O1CCCC1.O. Product: [CH3:1][C:2]1[CH:21]=[CH:20][C:5]([C:6]([NH:8][C:9]2[CH:19]=[CH:18][C:12]([C:13]([OH:15])=[O:14])=[CH:11][CH:10]=2)=[O:7])=[C:4]([N:22]2[CH2:27][CH2:26][CH:25]([CH3:28])[CH2:24][CH2:23]2)[CH:3]=1. The catalyst class is: 5.